Dataset: Experimentally validated miRNA-target interactions with 360,000+ pairs, plus equal number of negative samples. Task: Binary Classification. Given a miRNA mature sequence and a target amino acid sequence, predict their likelihood of interaction. The miRNA is hsa-miR-5702 with sequence UGAGUCAGCAACAUAUCCCAUG. The protein sequence of the target gene is MASRERLFELWMLYCTKKDPDYLKLWLDTFVSSYEQFLDVDFEKLPTRVDDMPPGISLLPDNILQVLRIQLLQCVQKMADGLEEQQQALSILLVKFFIILCRNLSNVEEIGTCSYINYVITMTTLYIQQLKSKKKEKEMADQTCIEEFVIHALAFCESLYDPYRNWRHRISGRILSTVEKSRQKYKPASLTVEFVPFFYQCFQESEHLKESLKCCLLHLFGAIVAGGQRNALQAISPATMEVLMRVLADCDSWEDGDPEEVGRKAELTLKCLTEVVHILLSSNSDQRQVETSTILENYFK.... Result: 0 (no interaction).